From a dataset of Full USPTO retrosynthesis dataset with 1.9M reactions from patents (1976-2016). Predict the reactants needed to synthesize the given product. (1) Given the product [CH3:2][C:12]1[CH:13]=[CH:8][C:9]([NH:27][C:31]([C:32]2[CH:37]=[CH:36][C:35]([CH2:38][N:39]3[CH2:40][CH2:41][N:42]([CH3:45])[CH2:43][CH2:44]3)=[CH:34][CH:33]=2)=[O:30])=[CH:10][C:11]=1[NH:14][C:15]1[N:16]=[CH:17][CH:18]=[C:19]([C:21]2[CH:26]=[CH:25][CH:24]=[N:23][CH:22]=2)[N:20]=1, predict the reactants needed to synthesize it. The reactants are: [O-][CH2:2]CCC.[K+].C[C:8]1[CH:13]=[CH:12][C:11]([NH:14][C:15]2[N:20]=[C:19]([C:21]3[CH:22]=[N:23][CH:24]=[CH:25][CH:26]=3)[CH:18]=[CH:17][N:16]=2)=[CH:10][C:9]=1[NH2:27].C([O:30][C:31](=O)[C:32]1[CH:37]=[CH:36][C:35]([CH2:38][N:39]2[CH2:44][CH2:43][N:42]([CH3:45])[CH2:41][CH2:40]2)=[CH:34][CH:33]=1)C. (2) Given the product [CH2:36]([N:38]([CH2:43][CH3:44])[CH2:39][CH2:40][CH2:41][NH:42][C:2]1[N:7]=[C:6]([O:8][C:9]2[CH:35]=[CH:34][CH:33]=[CH:32][C:10]=2[CH2:11][NH:12][C:13]([NH:15][C:16]2[N:20]([C:21]3[CH:22]=[CH:23][C:24]([CH3:27])=[CH:25][CH:26]=3)[N:19]=[C:18]([C:28]([CH3:30])([CH3:29])[CH3:31])[CH:17]=2)=[O:14])[CH:5]=[CH:4][N:3]=1)[CH3:37], predict the reactants needed to synthesize it. The reactants are: Cl[C:2]1[N:7]=[C:6]([O:8][C:9]2[CH:35]=[CH:34][CH:33]=[CH:32][C:10]=2[CH2:11][NH:12][C:13]([NH:15][C:16]2[N:20]([C:21]3[CH:26]=[CH:25][C:24]([CH3:27])=[CH:23][CH:22]=3)[N:19]=[C:18]([C:28]([CH3:31])([CH3:30])[CH3:29])[CH:17]=2)=[O:14])[CH:5]=[CH:4][N:3]=1.[CH2:36]([N:38]([CH2:43][CH3:44])[CH2:39][CH2:40][CH2:41][NH2:42])[CH3:37].C(=O)([O-])[O-].[Na+].[Na+]. (3) Given the product [NH2:1][C:2]1[CH:3]=[C:4]([N:11]2[CH:15]=[CH:14][C:13]([CH2:16][OH:17])=[CH:12]2)[CH:5]=[CH:6][C:7]=1[N+:8]([O-:10])=[O:9], predict the reactants needed to synthesize it. The reactants are: [NH2:1][C:2]1[CH:3]=[C:4]([N:11]2[CH:15]=[CH:14][C:13]([CH:16]=[O:17])=[CH:12]2)[CH:5]=[CH:6][C:7]=1[N+:8]([O-:10])=[O:9].[BH4-].[Na+]. (4) Given the product [Cl:1][C:2]1[CH:18]=[CH:17][CH:16]=[C:15]([Cl:19])[C:3]=1[C:4]1[S:22][C:7]2[CH:8]=[N:9][CH:10]=[C:11]([F:12])[C:6]=2[N:5]=1, predict the reactants needed to synthesize it. The reactants are: [Cl:1][C:2]1[CH:18]=[CH:17][CH:16]=[C:15]([Cl:19])[C:3]=1[C:4](Cl)=[N:5][C:6]1[C:11]([F:12])=[CH:10][N:9]=[CH:8][C:7]=1F.NC(N)=[S:22].N1C=CC=CC=1.CCN(CC)CC. (5) The reactants are: [C-:1]#[N:2].[K+].[N+:4]([C:7]1[C:12]2[N:13]=[C:14]([C:17]3[CH:22]=[CH:21][CH:20]=[CH:19][N:18]=3)[CH2:15][O:16][C:11]=2[CH:10]=[CH:9][CH:8]=1)([O-:6])=[O:5]. Given the product [N+:4]([C:7]1[C:12]2[NH:13][C:14]([C:17]3[CH:22]=[CH:21][CH:20]=[CH:19][N:18]=3)([C:1]#[N:2])[CH2:15][O:16][C:11]=2[CH:10]=[CH:9][CH:8]=1)([O-:6])=[O:5], predict the reactants needed to synthesize it. (6) Given the product [Cl:36][CH2:37][CH2:38][Cl:39].[ClH:1].[OH:2][C:3]1[CH:4]=[CH:5][C:6]2[C:10]([C:11](=[O:27])[C:12]3[CH:13]=[CH:14][C:15]([O:18][CH2:19][CH2:20][N:21]4[CH2:22][CH2:23][CH2:24][CH2:25][CH2:26]4)=[CH:16][CH:17]=3)=[C:9]([C:28]3[CH:29]=[CH:30][C:31]([OH:34])=[CH:32][CH:33]=3)[S:8][C:7]=2[CH:35]=1, predict the reactants needed to synthesize it. The reactants are: [ClH:1].[OH:2][C:3]1[CH:4]=[CH:5][C:6]2[C:10]([C:11](=[O:27])[C:12]3[CH:17]=[CH:16][C:15]([O:18][CH2:19][CH2:20][N:21]4[CH2:26][CH2:25][CH2:24][CH2:23][CH2:22]4)=[CH:14][CH:13]=3)=[C:9]([C:28]3[CH:33]=[CH:32][C:31]([OH:34])=[CH:30][CH:29]=3)[S:8][C:7]=2[CH:35]=1.[Cl:36][CH2:37][CH2:38][Cl:39].